From a dataset of Forward reaction prediction with 1.9M reactions from USPTO patents (1976-2016). Predict the product of the given reaction. (1) Given the reactants Cl[C:2]1[N:7]=[C:6]([C:8]2[CH:16]=[CH:15][C:11]([N:12]([CH3:14])[CH3:13])=[CH:10][CH:9]=2)[CH:5]=[CH:4][N:3]=1.[CH3:17][N:18]1[CH:22]=[N:21][N:20]=[C:19]1[C:23]1[CH:29]=[CH:28][C:26]([NH2:27])=[CH:25][CH:24]=1.CN(C1C(C2C(P(C3CCCCC3)C3CCCCC3)=CC=CC=2)=CC=CC=1)C, predict the reaction product. The product is: [CH3:13][N:12]([CH3:14])[C:11]1[CH:15]=[CH:16][C:8]([C:6]2[CH:5]=[CH:4][N:3]=[C:2]([NH:27][C:26]3[CH:25]=[CH:24][C:23]([C:19]4[N:18]([CH3:17])[CH:22]=[N:21][N:20]=4)=[CH:29][CH:28]=3)[N:7]=2)=[CH:9][CH:10]=1. (2) Given the reactants [CH:1]([NH2:4])([CH3:3])[CH3:2].C[Al](C)C.[Br:9][C:10]1[CH:14]=[C:13]([C:15]([NH:17][C:18]2[CH:19]([C:25](OCC)=[O:26])[CH2:20][CH2:21][CH2:22][C:23]=2[CH3:24])=[O:16])[N:12]([C:30]2[C:35]([Cl:36])=[CH:34][CH:33]=[CH:32][N:31]=2)[N:11]=1, predict the reaction product. The product is: [Br:9][C:10]1[CH:14]=[C:13]([C:15]([NH:17][C:18]2[CH:23]([CH3:24])[CH2:22][CH2:21][CH2:20][C:19]=2[C:25]([NH:4][CH:1]([CH3:3])[CH3:2])=[O:26])=[O:16])[N:12]([C:30]2[C:35]([Cl:36])=[CH:34][CH:33]=[CH:32][N:31]=2)[N:11]=1. (3) Given the reactants C(OC([CH:8]1[NH:13][CH2:12][CH2:11][N:10](C(O)=O)[C:9]1(C(OC(C)(C)C)=O)[C:17]1[N:18]=[N:19][N:20]([CH3:22])[N:21]=1)=O)(C)(C)C.[F:30][C:31]([F:36])([F:35])[C:32]([OH:34])=[O:33], predict the reaction product. The product is: [F:30][C:31]([F:36])([F:35])[C:32]([OH:34])=[O:33].[F:30][C:31]([F:36])([F:35])[C:32]([OH:34])=[O:33].[CH3:22][N:20]1[N:19]=[N:18][C:17]([CH:9]2[CH2:8][NH:13][CH2:12][CH2:11][NH:10]2)=[N:21]1. (4) Given the reactants Cl[C:2]1[CH:11]=[CH:10][C:9]2[C:4](=[C:5]([C:12]3[CH:17]=[CH:16][C:15]([C:18]4[CH:19]=[N:20][N:21]([CH3:23])[CH:22]=4)=[CH:14][CH:13]=3)[CH:6]=[N:7][CH:8]=2)[N:3]=1.[NH:24]1[CH2:28][CH2:27][NH:26][C:25]1=[O:29].[O-]P([O-])([O-])=O.[K+].[K+].[K+].CC1(C)C2C(=C(P(C3C=CC=CC=3)C3C=CC=CC=3)C=CC=2)OC2C(P(C3C=CC=CC=3)C3C=CC=CC=3)=CC=CC1=2, predict the reaction product. The product is: [CH3:23][N:21]1[CH:22]=[C:18]([C:15]2[CH:16]=[CH:17][C:12]([C:5]3[CH:6]=[N:7][CH:8]=[C:9]4[C:4]=3[N:3]=[C:2]([N:24]3[CH2:28][CH2:27][NH:26][C:25]3=[O:29])[CH:11]=[CH:10]4)=[CH:13][CH:14]=2)[CH:19]=[N:20]1. (5) Given the reactants CC(C)([S@@]([NH:6][C@@H:7]([C:9]1[N:10]([S:21]([C:24]2[CH:30]=[CH:29][C:27]([CH3:28])=[CH:26][CH:25]=2)(=[O:23])=[O:22])[CH:11]=[CH:12][C:13]=1[C:14](OC(C)(C)C)=[O:15])[CH3:8])=O)C.Cl.C(O)(C(F)(F)F)=O.CCN(C(C)C)C(C)C, predict the reaction product. The product is: [CH3:8][C@@H:7]1[C:9]2[N:10]([S:21]([C:24]3[CH:30]=[CH:29][C:27]([CH3:28])=[CH:26][CH:25]=3)(=[O:23])=[O:22])[CH:11]=[CH:12][C:13]=2[C:14](=[O:15])[NH:6]1.